From a dataset of Reaction yield outcomes from USPTO patents with 853,638 reactions. Predict the reaction yield, written as a fraction of the theoretical maximum amount of product (1.0 means a 100% yield; for example, 0.34 means a 34% yield). (1) The reactants are CO[C:3]1[C:8]([C:9](=[O:22])[CH2:10][C:11]([C:13]2[CH:18]=[CH:17][C:16]([N+:19]([O-:21])=[O:20])=[CH:15][CH:14]=2)=[O:12])=[CH:7][CH:6]=[CH:5][N:4]=1.Cl.[NH+]1C=CC=CC=1. The catalyst is O. The product is [N+:19]([C:16]1[CH:17]=[CH:18][C:13]([C:11]2[O:12][C:3]3=[N:4][CH:5]=[CH:6][CH:7]=[C:8]3[C:9](=[O:22])[CH:10]=2)=[CH:14][CH:15]=1)([O-:21])=[O:20]. The yield is 0.430. (2) The reactants are F[C:2]1[CH:3]=[C:4]([C:12]2[C:20]3[CH2:19][CH2:18][C:17](=[O:21])[C:16]=3[CH:15]=[N:14][CH:13]=2)[CH:5]=[CH:6][C:7]=1[C:8]([F:11])([F:10])[F:9].FC(F)(F)C1C=CC(C2C3CCCC=3C=NC=2)=CC=1. No catalyst specified. The product is [F:11][C:8]([F:9])([F:10])[C:7]1[CH:2]=[CH:3][C:4]([C:12]2[C:20]3[CH2:19][CH2:18][C:17](=[O:21])[C:16]=3[CH:15]=[N:14][CH:13]=2)=[CH:5][CH:6]=1. The yield is 0.240. (3) The reactants are [N:1]1[CH:6]=[CH:5][CH:4]=[C:3]([C@@H:7]([O:26][Si](CC)(CC)CC)[CH2:8][NH:9][C@H:10]([CH3:25])[CH2:11][C:12]2[C:20]3[C:15](=[C:16]([C:21]([O:23][CH3:24])=[O:22])[CH:17]=[CH:18][CH:19]=3)[NH:14][CH:13]=2)[CH:2]=1. The catalyst is FC(F)(F)C(O)=O. The product is [OH:26][C@H:7]([C:3]1[CH:2]=[N:1][CH:6]=[CH:5][CH:4]=1)[CH2:8][NH:9][C@H:10]([CH3:25])[CH2:11][C:12]1[C:20]2[C:15](=[C:16]([C:21]([O:23][CH3:24])=[O:22])[CH:17]=[CH:18][CH:19]=2)[NH:14][CH:13]=1. The yield is 0.810. (4) The reactants are [OH:1][C:2]1[CH:11]=[CH:10][CH:9]=[C:8]2[C:3]=1[CH:4]=[CH:5][C:6]([CH3:12])=[N:7]2.[Br:13][CH2:14][CH2:15]Br. No catalyst specified. The yield is 0.910. The product is [Br:13][CH2:14][CH2:15][O:1][C:2]1[CH:11]=[CH:10][CH:9]=[C:8]2[C:3]=1[CH:4]=[CH:5][C:6]([CH3:12])=[N:7]2. (5) The reactants are [Cl:1][C:2]1[CH:7]=[C:6]([N+:8]([O-])=O)[CH:5]=[C:4]([Cl:11])[C:3]=1[S:12][C:13]1[S:14][C:15]2[CH:21]=[CH:20][C:19]([C:22]([F:25])([F:24])[F:23])=[CH:18][C:16]=2[N:17]=1.O.O.[Sn](Cl)(Cl)(Cl)Cl.[OH-].[Na+]. The catalyst is CCOC(C)=O. The product is [Cl:11][C:4]1[CH:5]=[C:6]([NH2:8])[CH:7]=[C:2]([Cl:1])[C:3]=1[S:12][C:13]1[S:14][C:15]2[CH:21]=[CH:20][C:19]([C:22]([F:25])([F:23])[F:24])=[CH:18][C:16]=2[N:17]=1. The yield is 0.960. (6) The reactants are C[O:2][C:3](=[O:31])[CH2:4][C:5]1[CH:10]=[CH:9][CH:8]=[C:7]([CH2:11][NH:12][CH2:13][CH2:14][CH:15]2[CH2:20][CH2:19][N:18]([C:21]3[S:22][C:23]4[CH:29]=[C:28]([Cl:30])[CH:27]=[CH:26][C:24]=4[N:25]=3)[CH2:17][CH2:16]2)[CH:6]=1.[OH-].[Na+].O1CCCC1.Cl. The catalyst is CO. The product is [Cl:30][C:28]1[CH:27]=[CH:26][C:24]2[N:25]=[C:21]([N:18]3[CH2:19][CH2:20][CH:15]([CH2:14][CH2:13][NH:12][CH2:11][C:7]4[CH:6]=[C:5]([CH2:4][C:3]([OH:31])=[O:2])[CH:10]=[CH:9][CH:8]=4)[CH2:16][CH2:17]3)[S:22][C:23]=2[CH:29]=1. The yield is 0.300. (7) The reactants are [C:1]1([OH:7])[CH:6]=[CH:5][CH:4]=[CH:3][CH:2]=1.C1C=CC(P(C2C=CC=CC=2)C2C=CC=CC=2)=CC=1.CCOC(/N=N/C(OCC)=O)=O.[CH3:39][O:40][C:41]1[N:46]=[CH:45][C:44]([CH2:47]O)=[CH:43][CH:42]=1. The catalyst is C1COCC1. The product is [CH3:39][O:40][C:41]1[CH:42]=[CH:43][C:44]([CH2:47][O:7][C:1]2[CH:6]=[CH:5][CH:4]=[CH:3][CH:2]=2)=[CH:45][N:46]=1. The yield is 0.490. (8) The reactants are Cl[C:2]1[N:3]=[N:4][CH:5]=[C:6]([Cl:9])[C:7]=1[NH2:8].[CH:10]1([NH2:15])[CH2:14][CH2:13][CH2:12][CH2:11]1. The catalyst is O. The product is [Cl:9][C:6]1[C:7]([NH2:8])=[C:2]([NH:15][CH:10]2[CH2:14][CH2:13][CH2:12][CH2:11]2)[N:3]=[N:4][CH:5]=1. The yield is 0.900. (9) The reactants are [CH2:1]([OH:4])[CH2:2][OH:3].[C:5](#[N:8])[CH:6]=[CH2:7].Cl. The catalyst is CO. The product is [CH2:1]([O:4][CH2:7][CH2:6][C:5]#[N:8])[CH2:2][O:3][CH2:7][CH2:6][C:5]#[N:8]. The yield is 0.399. (10) The reactants are Cl.[Cl:2][CH2:3][CH2:4][NH:5][CH2:6][CH2:7][OH:8].[P:9]([O:21][CH2:22][CH2:23][NH:24][C:25](=[O:39])[C:26]1[CH:31]=[C:30]([N+:32]([O-:34])=[O:33])[CH:29]=[C:28]([N+:35]([O-:37])=[O:36])[C:27]=1Cl)([O:16][C:17]([CH3:20])([CH3:19])[CH3:18])([O:11][C:12]([CH3:15])([CH3:14])[CH3:13])=[O:10].O. The catalyst is O1CCOCC1. The product is [P:9]([O:21][CH2:22][CH2:23][NH:24][C:25](=[O:39])[C:26]1[CH:27]=[C:28]([N+:35]([O-:37])=[O:36])[CH:29]=[C:30]([N+:32]([O-:34])=[O:33])[C:31]=1[N:5]([CH2:4][CH2:3][Cl:2])[CH2:6][CH2:7][OH:8])([O:16][C:17]([CH3:18])([CH3:19])[CH3:20])([O:11][C:12]([CH3:15])([CH3:14])[CH3:13])=[O:10]. The yield is 0.900.